From a dataset of Full USPTO retrosynthesis dataset with 1.9M reactions from patents (1976-2016). Predict the reactants needed to synthesize the given product. (1) Given the product [CH3:1][C:2]1[CH:3]=[N:4][C:5]([CH2:11][S+:12]([O-:24])[C:13]2[NH:14][C:15]3[CH:16]=[CH:17][C:18]([O:22][CH3:23])=[CH:19][C:20]=3[N:21]=2)=[C:6]([CH3:10])[C:7]=1[O:8][CH3:9].[NH:25]1[CH2:30][CH2:29][NH:28][CH2:27][CH2:26]1, predict the reactants needed to synthesize it. The reactants are: [CH3:1][C:2]1[CH:3]=[N:4][C:5]([CH2:11][S+:12]([O-:24])[C:13]2[NH:14][C:15]3[CH:16]=[CH:17][C:18]([O:22][CH3:23])=[CH:19][C:20]=3[N:21]=2)=[C:6]([CH3:10])[C:7]=1[O:8][CH3:9].[NH:25]1[CH2:30][CH2:29][NH:28][CH2:27][CH2:26]1. (2) Given the product [Cl:1][C:2]1[CH:3]=[CH:4][C:5]([F:30])=[C:6]([C:8]([CH:10]2[CH2:11][CH2:12][N:13]([C:16]3[N:21]=[C:20]4[CH:22]=[N:23][CH:24]=[CH:25][C:19]4=[N:18][C:17]=3[NH:26][CH:27]3[CH2:29][CH2:28]3)[CH2:14][CH2:15]2)([OH:9])[CH3:31])[CH:7]=1, predict the reactants needed to synthesize it. The reactants are: [Cl:1][C:2]1[CH:3]=[CH:4][C:5]([F:30])=[C:6]([C:8]([CH:10]2[CH2:15][CH2:14][N:13]([C:16]3[N:21]=[C:20]4[CH:22]=[N:23][CH:24]=[CH:25][C:19]4=[N:18][C:17]=3[NH:26][CH:27]3[CH2:29][CH2:28]3)[CH2:12][CH2:11]2)=[O:9])[CH:7]=1.[C:31](O)(C(F)(F)F)=O.C[Mg]Br. (3) Given the product [Cl:3][C:4]1[CH:12]=[CH:11][CH:10]=[C:9]2[C:5]=1[C:6](=[O:14])[C:17]([CH3:18])([CH3:16])[C:8]2=[O:13], predict the reactants needed to synthesize it. The reactants are: [F-].[K+].[Cl:3][C:4]1[CH:12]=[CH:11][CH:10]=[C:9]2[C:5]=1[C:6](=[O:14])C[C:8]2=[O:13].I[CH3:16].[C:17](#N)[CH3:18]. (4) Given the product [CH2:1]([O:5][C:6]1[CH:7]=[C:8]2[C:13](=[CH:14][CH:15]=1)[C:12](=[O:16])[CH2:11][CH2:10][CH2:9]2)[CH:2]=[CH2:3], predict the reactants needed to synthesize it. The reactants are: [CH2:1](Br)[CH:2]=[CH2:3].[OH:5][C:6]1[CH:7]=[C:8]2[C:13](=[CH:14][CH:15]=1)[C:12](=[O:16])[CH2:11][C:10](O)=[C:9]2O.C(=O)([O-])[O-].[K+].[K+].